Task: Regression. Given two drug SMILES strings and cell line genomic features, predict the synergy score measuring deviation from expected non-interaction effect.. Dataset: NCI-60 drug combinations with 297,098 pairs across 59 cell lines (1) Drug 1: C#CCC(CC1=CN=C2C(=N1)C(=NC(=N2)N)N)C3=CC=C(C=C3)C(=O)NC(CCC(=O)O)C(=O)O. Drug 2: CC1C(C(CC(O1)OC2CC(CC3=C2C(=C4C(=C3O)C(=O)C5=CC=CC=C5C4=O)O)(C(=O)C)O)N)O. Cell line: OVCAR-4. Synergy scores: CSS=23.1, Synergy_ZIP=-5.77, Synergy_Bliss=-3.67, Synergy_Loewe=-5.25, Synergy_HSA=1.05. (2) Drug 1: CN1CCC(CC1)COC2=C(C=C3C(=C2)N=CN=C3NC4=C(C=C(C=C4)Br)F)OC. Drug 2: COC1=NC(=NC2=C1N=CN2C3C(C(C(O3)CO)O)O)N. Cell line: UACC62. Synergy scores: CSS=2.42, Synergy_ZIP=-1.39, Synergy_Bliss=-3.25, Synergy_Loewe=-14.2, Synergy_HSA=-4.53. (3) Drug 1: CN(C)C1=NC(=NC(=N1)N(C)C)N(C)C. Drug 2: C1=CC(=CC=C1CC(C(=O)O)N)N(CCCl)CCCl.Cl. Cell line: UO-31. Synergy scores: CSS=8.06, Synergy_ZIP=0.189, Synergy_Bliss=4.72, Synergy_Loewe=-2.18, Synergy_HSA=2.99.